From a dataset of Forward reaction prediction with 1.9M reactions from USPTO patents (1976-2016). Predict the product of the given reaction. (1) Given the reactants [NH2:1][C:2]1[S:3][C:4]([C:10]2[CH:15]=[CH:14][C:13]([C:16]([C:19]#[N:20])([CH3:18])[CH3:17])=[CH:12][CH:11]=2)=[CH:5][C:6]=1[C:7]([NH2:9])=[O:8].Cl[C:22]1[CH:27]=[CH:26][N:25]=[C:24]([O:28][CH2:29][CH2:30][Si:31]([CH3:34])([CH3:33])[CH3:32])[N:23]=1, predict the reaction product. The product is: [C:19]([C:16]([C:13]1[CH:14]=[CH:15][C:10]([C:4]2[S:3][C:2]([NH:1][C:26]3[CH:27]=[CH:22][N:23]=[C:24]([O:28][CH2:29][CH2:30][Si:31]([CH3:34])([CH3:33])[CH3:32])[N:25]=3)=[C:6]([C:7]([NH2:9])=[O:8])[CH:5]=2)=[CH:11][CH:12]=1)([CH3:18])[CH3:17])#[N:20]. (2) Given the reactants [CH2:1]([O:8][C:9]1[CH:18]=[C:17]([N+:19]([O-:21])=[O:20])[CH:16]=[CH:15][C:10]=1[C:11]([O:13]C)=[O:12])[C:2]1[CH:7]=[CH:6][CH:5]=[CH:4][CH:3]=1.[OH-].[Na+].Cl, predict the reaction product. The product is: [CH2:1]([O:8][C:9]1[CH:18]=[C:17]([N+:19]([O-:21])=[O:20])[CH:16]=[CH:15][C:10]=1[C:11]([OH:13])=[O:12])[C:2]1[CH:7]=[CH:6][CH:5]=[CH:4][CH:3]=1.